Dataset: Full USPTO retrosynthesis dataset with 1.9M reactions from patents (1976-2016). Task: Predict the reactants needed to synthesize the given product. Given the product [Br:1][C:2]1[CH:3]=[CH:4][C:5]2[N:6]([C:14]([C:15]([O:17][CH3:18])=[O:16])=[CH:9][N:8]=2)[CH:7]=1, predict the reactants needed to synthesize it. The reactants are: [Br:1][C:2]1[CH:3]=[CH:4][C:5]([N:8]=[CH:9]N(C)C)=[N:6][CH:7]=1.Br[CH2:14][C:15]([O:17][CH3:18])=[O:16].C([O-])(O)=O.[Na+].